Dataset: Full USPTO retrosynthesis dataset with 1.9M reactions from patents (1976-2016). Task: Predict the reactants needed to synthesize the given product. Given the product [N:10]1([C:15]([N:2]2[CH2:3][CH:4]3[CH2:8][C:7](=[O:9])[CH2:6][CH:5]3[CH2:1]2)=[O:16])[CH2:14][CH2:13][CH2:12][CH2:11]1, predict the reactants needed to synthesize it. The reactants are: [CH2:1]1[CH:5]2[CH2:6][C:7](=[O:9])[CH2:8][CH:4]2[CH2:3][NH:2]1.[N:10]1([C:15](Cl)=[O:16])[CH2:14][CH2:13][CH2:12][CH2:11]1.C(N(CC)CC)C.C(O)(=O)CC(CC(O)=O)(C(O)=O)O.